This data is from Catalyst prediction with 721,799 reactions and 888 catalyst types from USPTO. The task is: Predict which catalyst facilitates the given reaction. (1) Reactant: C[O:2][C:3](=[O:30])[C:4]1[CH:9]=[CH:8][C:7]([CH3:10])=[C:6]([N:11]2[C:16](=[O:17])[C:15]([Br:18])=[C:14]([O:19][CH2:20][C:21]3[CH:26]=[CH:25][C:24]([F:27])=[CH:23][C:22]=3[F:28])[N:13]=[C:12]2[CH3:29])[CH:5]=1.[OH-].[Na+]. Product: [Br:18][C:15]1[C:16](=[O:17])[N:11]([C:6]2[CH:5]=[C:4]([CH:9]=[CH:8][C:7]=2[CH3:10])[C:3]([OH:30])=[O:2])[C:12]([CH3:29])=[N:13][C:14]=1[O:19][CH2:20][C:21]1[CH:26]=[CH:25][C:24]([F:27])=[CH:23][C:22]=1[F:28]. The catalyst class is: 7. (2) Reactant: N(C(OC(C)C)=O)=NC(OC(C)C)=O.[CH2:15]([N:22]([CH2:34][C@H:35](O)[CH3:36])[C:23]1[C:28]([NH:29][C:30](=[O:32])[CH3:31])=[CH:27][CH:26]=[C:25]([Br:33])[N:24]=1)[C:16]1[CH:21]=[CH:20][CH:19]=[CH:18][CH:17]=1.C1(P(C2C=CC=CC=2)C2C=CC=CC=2)C=CC=CC=1. Product: [CH2:15]([N:22]1[CH2:34][C@H:35]([CH3:36])[N:29]([C:30](=[O:32])[CH3:31])[C:28]2[CH:27]=[CH:26][C:25]([Br:33])=[N:24][C:23]1=2)[C:16]1[CH:21]=[CH:20][CH:19]=[CH:18][CH:17]=1. The catalyst class is: 1. (3) Reactant: [C:1]([C:3]1[CH:8]=[CH:7][CH:6]=[CH:5][C:4]=1[C:9]1[CH:14]=[CH:13][C:12]([CH2:15][C:16]2[C:17](=[O:42])[N:18]([C@H:28]3[CH2:33][CH2:32][C@H:31]([O:34][CH2:35][C:36](N(OC)C)=[O:37])[CH2:30][CH2:29]3)[C:19]3[N:20]([N:25]=[CH:26][N:27]=3)[C:21]=2[CH2:22][CH2:23][CH3:24])=[CH:11][CH:10]=1)#[N:2].[CH:43]([Mg]Br)=[CH2:44].Cl. Product: [O:42]=[C:17]1[C:16]([CH2:15][C:12]2[CH:11]=[CH:10][C:9]([C:4]3[C:3]([C:1]#[N:2])=[CH:8][CH:7]=[CH:6][CH:5]=3)=[CH:14][CH:13]=2)=[C:21]([CH2:22][CH2:23][CH3:24])[N:20]2[N:25]=[CH:26][N:27]=[C:19]2[N:18]1[C@H:28]1[CH2:29][CH2:30][C@H:31]([O:34][CH2:35][C:36](=[O:37])[CH:43]=[CH2:44])[CH2:32][CH2:33]1. The catalyst class is: 7. (4) Reactant: C([O:4][C:5]1[CH:6]=[C:7]2[C:12](=[CH:13][CH:14]=1)[N:11]=[C:10]([C:15]1[CH:20]=[CH:19][CH:18]=[C:17]([NH2:21])[CH:16]=1)[N:9]=[C:8]2[NH:22][C:23]1[CH:24]=[C:25]2[C:29](=[CH:30][CH:31]=1)[N:28]([C:32]([O:34][C:35]([CH3:38])([CH3:37])[CH3:36])=[O:33])[N:27]=[CH:26]2)(=O)C.CCN(C(C)C)C(C)C.[C:48](Cl)(=[O:52])[CH2:49][CH2:50][CH3:51].CCOCC. Product: [C:48]([NH:21][C:17]1[CH:16]=[C:15]([C:10]2[N:9]=[C:8]([NH:22][C:23]3[CH:24]=[C:25]4[C:29](=[CH:30][CH:31]=3)[N:28]([C:32]([O:34][C:35]([CH3:36])([CH3:38])[CH3:37])=[O:33])[N:27]=[CH:26]4)[C:7]3[C:12](=[CH:13][CH:14]=[C:5]([OH:4])[CH:6]=3)[N:11]=2)[CH:20]=[CH:19][CH:18]=1)(=[O:52])[CH2:49][CH2:50][CH3:51]. The catalyst class is: 4. (5) Reactant: [N+:1]([C:4]1[CH:30]=[CH:29][C:7]([CH2:8][CH2:9][NH:10][C:11](=[O:28])[CH2:12][S:13][C:14]2[CH:19]=[CH:18][C:17]([NH:20][C:21](=[O:27])[O:22][C:23]([CH3:26])([CH3:25])[CH3:24])=[CH:16][CH:15]=2)=[CH:6][CH:5]=1)([O-])=O.O.O.[Sn](Cl)Cl. Product: [NH2:1][C:4]1[CH:30]=[CH:29][C:7]([CH2:8][CH2:9][NH:10][C:11](=[O:28])[CH2:12][S:13][C:14]2[CH:19]=[CH:18][C:17]([NH:20][C:21](=[O:27])[O:22][C:23]([CH3:25])([CH3:26])[CH3:24])=[CH:16][CH:15]=2)=[CH:6][CH:5]=1. The catalyst class is: 8. (6) Reactant: [OH:1][CH2:2][C:3]1[C:4]([CH3:11])=[C:5]([CH:8]=[CH:9][CH:10]=1)[C:6]#[N:7].C(=O)(O)[O-].[Na+].Cl.[NH2:18][OH:19]. Product: [OH:19][NH:18][C:6]([C:5]1[CH:8]=[CH:9][CH:10]=[C:3]([CH2:2][OH:1])[C:4]=1[CH3:11])=[NH:7]. The catalyst class is: 8.